Predict the reactants needed to synthesize the given product. From a dataset of Full USPTO retrosynthesis dataset with 1.9M reactions from patents (1976-2016). Given the product [CH2:7]([NH:9][C:10]([C:12]1[C:20]2[S:19][C:18]([NH:21][C:22](=[O:26])[NH:23][CH2:24][CH3:25])=[N:17][C:16]=2[CH:15]=[C:14]([C:27]2[CH:28]=[N:29][C:30]([N:33]3[CH2:34][CH2:35][C:36]([CH3:44])([C:39]([OH:41])=[O:40])[CH2:37][CH2:38]3)=[N:31][CH:32]=2)[CH:13]=1)=[O:11])[CH3:8], predict the reactants needed to synthesize it. The reactants are: CC(C)([O-])C.[K+].[CH2:7]([NH:9][C:10]([C:12]1[C:20]2[S:19][C:18]([NH:21][C:22](=[O:26])[NH:23][CH2:24][CH3:25])=[N:17][C:16]=2[CH:15]=[C:14]([C:27]2[CH:28]=[N:29][C:30]([N:33]3[CH2:38][CH2:37][C:36]([CH3:44])([C:39]([O:41]CC)=[O:40])[CH2:35][CH2:34]3)=[N:31][CH:32]=2)[CH:13]=1)=[O:11])[CH3:8].